From a dataset of Catalyst prediction with 721,799 reactions and 888 catalyst types from USPTO. Predict which catalyst facilitates the given reaction. Reactant: C[O-].[Li+].[O:4]=[C:5]1[N:12]2[C@H:7]([S:8][CH2:9][C:10]([CH2:29][O:30][C:31]3[CH:40]=[C:39]4[C:34]([CH:35]=[CH:36][C:37](=[O:41])[O:38]4)=[CH:33][CH:32]=3)=[C:11]2[C:13]([O:15][CH:16]([C:23]2[CH:28]=[CH:27][CH:26]=[CH:25][CH:24]=2)[C:17]2[CH:22]=[CH:21][CH:20]=[CH:19][CH:18]=2)=[O:14])[C@@H:6]1[NH:42][C:43](=[O:51])[CH2:44][C:45]1[CH:50]=[CH:49][CH:48]=[CH:47][CH:46]=1.Cl[O:53][C:54](C)(C)C.[Cl-].[NH4+]. The catalyst class is: 36. Product: [CH3:54][O:53][C@@:6]1([NH:42][C:43](=[O:51])[CH2:44][C:45]2[CH:46]=[CH:47][CH:48]=[CH:49][CH:50]=2)[C:5](=[O:4])[N:12]2[C@@H:7]1[S:8][CH2:9][C:10]([CH2:29][O:30][C:31]1[CH:40]=[C:39]3[C:34]([CH:35]=[CH:36][C:37](=[O:41])[O:38]3)=[CH:33][CH:32]=1)=[C:11]2[C:13]([O:15][CH:16]([C:17]1[CH:18]=[CH:19][CH:20]=[CH:21][CH:22]=1)[C:23]1[CH:24]=[CH:25][CH:26]=[CH:27][CH:28]=1)=[O:14].